From a dataset of Forward reaction prediction with 1.9M reactions from USPTO patents (1976-2016). Predict the product of the given reaction. Given the reactants [C:1]([NH:5][C@H:6]([C:12]([OH:14])=[O:13])[CH2:7][CH2:8][CH2:9][CH2:10][NH2:11])([CH:3]=[CH2:4])=[O:2].[C:15](Cl)([O:17][CH2:18][CH:19]1[C:31]2[C:26](=[CH:27][CH:28]=[CH:29][CH:30]=2)[C:25]2[C:20]1=[CH:21][CH:22]=[CH:23][CH:24]=2)=[O:16].Cl, predict the reaction product. The product is: [C:15]([N:5]([C:1]([CH:3]=[CH2:4])=[O:2])[C@H:6]([C:12]([OH:14])=[O:13])[CH2:7][CH2:8][CH2:9][CH2:10][NH2:11])([O:17][CH2:18][CH:19]1[C:20]2[C:25](=[CH:24][CH:23]=[CH:22][CH:21]=2)[C:26]2[C:31]1=[CH:30][CH:29]=[CH:28][CH:27]=2)=[O:16].